This data is from Reaction yield outcomes from USPTO patents with 853,638 reactions. The task is: Predict the reaction yield, written as a fraction of the theoretical maximum amount of product (1.0 means a 100% yield; for example, 0.34 means a 34% yield). (1) The reactants are CO[C:3]([C:5]1[CH:10]=[CH:9][C:8](B(O)O)=[CH:7][CH:6]=1)=O.[NH2:14][C:15]1[CH2:16][C:17]([C:27]([N:29]([CH2:33][CH2:34][CH3:35])[CH2:30][CH2:31][CH3:32])=[O:28])=[CH:18][C:19]2[CH:25]=[CH:24][C:23](Br)=[CH:22][C:20]=2[N:21]=1.[C:36](=[O:39])([O-])[O-:37].[K+].[K+]. The catalyst is C(#N)C.CCOC(C)=O.C1C=CC([P]([Pd]([P](C2C=CC=CC=2)(C2C=CC=CC=2)C2C=CC=CC=2)([P](C2C=CC=CC=2)(C2C=CC=CC=2)C2C=CC=CC=2)[P](C2C=CC=CC=2)(C2C=CC=CC=2)C2C=CC=CC=2)(C2C=CC=CC=2)C2C=CC=CC=2)=CC=1. The product is [NH2:14][C:15]1[CH2:16][C:17]([C:27](=[O:28])[N:29]([CH2:33][CH2:34][CH3:35])[CH2:30][CH2:31][CH3:32])=[CH:18][C:19]2[CH:25]=[CH:24][C:23]([C:8]3[CH:9]=[CH:10][C:5]([CH2:3][C:36]([O:37][CH2:3][C:5]4[CH:10]=[CH:9][CH:8]=[CH:7][CH:6]=4)=[O:39])=[CH:6][CH:7]=3)=[CH:22][C:20]=2[N:21]=1. The yield is 0.330. (2) The reactants are C([Li])CCC.Br[C:7]1[CH:12]=[C:11]([F:13])[C:10]([Br:14])=[CH:9][C:8]=1[F:15].CN([CH:19]=[O:20])C.C(OCC)(=O)C. The catalyst is CCOCC.C1COCC1.CCCCCC. The product is [Br:14][C:10]1[C:11]([F:13])=[CH:12][C:7]([CH:19]=[O:20])=[C:8]([F:15])[CH:9]=1. The yield is 0.370. (3) The reactants are [F:1][C:2]1[CH:3]=[C:4]([C:8]2[CH2:9][CH2:10][C:11]([C:20]([O:22]C)=[O:21])([C:14]3[CH:19]=[CH:18][CH:17]=[CH:16][CH:15]=3)[CH2:12][CH:13]=2)[CH:5]=[N:6][CH:7]=1.[OH-].[Na+]. The catalyst is CO. The product is [F:1][C:2]1[CH:3]=[C:4]([C:8]2[CH2:9][CH2:10][C:11]([C:20]([OH:22])=[O:21])([C:14]3[CH:19]=[CH:18][CH:17]=[CH:16][CH:15]=3)[CH2:12][CH:13]=2)[CH:5]=[N:6][CH:7]=1. The yield is 0.860. (4) The reactants are [C:1]1([C:7]2[S:11][C:10]([C:12]([OH:14])=[O:13])=[C:9]([N:15]([C:23]([C@H:25]3[CH2:30][CH2:29][C@H:28]([CH3:31])[CH2:27][CH2:26]3)=[O:24])[CH:16]3[CH2:21][CH2:20][C:19](=O)[CH2:18][CH2:17]3)[CH:8]=2)[CH2:6][CH2:5][CH2:4][CH2:3][CH:2]=1.Cl.[CH2:33]([O:35][NH2:36])[CH3:34].C([O-])(=O)C.[Na+].O. The catalyst is O.CCO. The product is [C:1]1([C:7]2[S:11][C:10]([C:12]([OH:14])=[O:13])=[C:9]([N:15]([CH:16]3[CH2:17][CH2:18][C:19](=[N:36][O:35][CH2:33][CH3:34])[CH2:20][CH2:21]3)[C:23]([C@H:25]3[CH2:26][CH2:27][C@H:28]([CH3:31])[CH2:29][CH2:30]3)=[O:24])[CH:8]=2)[CH2:6][CH2:5][CH2:4][CH2:3][CH:2]=1. The yield is 0.260. (5) The reactants are C(OC([N:8]1[CH2:13][CH2:12][N:11]([C:14]2C(=O)N(CC(C)C)N=[C:18]([C:21]3[CH:26]=[CH:25][C:24](C)=C(F)C=3)[C:19]=2C)[CH2:10][CH2:9]1)=O)(C)(C)C.[CH:34]1([CH2:37][N:38]2[C:43](=[O:44])[C:42]([CH2:45]OS(C)(=O)=O)=[CH:41][C:40]([C:51]3[CH:56]=[CH:55][C:54]([O:57][CH3:58])=[C:53]([F:59])[CH:52]=3)=[N:39]2)[CH2:36][CH2:35]1.C(N1CCNCC1)C1C=CC=CC=1. The yield is 0.977. The product is [CH2:14]([N:11]1[CH2:10][CH2:9][N:8]([CH2:45][C:42]2[C:43](=[O:44])[N:38]([CH2:37][CH:34]3[CH2:35][CH2:36]3)[N:39]=[C:40]([C:51]3[CH:56]=[CH:55][C:54]([O:57][CH3:58])=[C:53]([F:59])[CH:52]=3)[CH:41]=2)[CH2:13][CH2:12]1)[C:19]1[CH:18]=[CH:21][CH:26]=[CH:25][CH:24]=1. No catalyst specified. (6) The catalyst is ClCCl. The reactants are [Br:1][C:2]1[CH:3]=[C:4]2[C:8](=[CH:9][CH:10]=1)[NH:7][N:6]=[C:5]2[F:11].CC1C=CC(S(O)(=O)=O)=CC=1.[O:23]1[CH:28]=[CH:27][CH2:26][CH2:25][CH2:24]1. The yield is 0.743. The product is [Br:1][C:2]1[CH:3]=[C:4]2[C:8](=[CH:9][CH:10]=1)[N:7]([CH:24]1[CH2:25][CH2:26][CH2:27][CH2:28][O:23]1)[N:6]=[C:5]2[F:11].